Dataset: Catalyst prediction with 721,799 reactions and 888 catalyst types from USPTO. Task: Predict which catalyst facilitates the given reaction. (1) Reactant: [C:1]([O:5][C:6]([NH:8][C@@H:9]1[CH2:11][C@H:10]1[C:12]1[CH:13]=[C:14]([C:18]([OH:20])=O)[S:15][C:16]=1[CH3:17])=[O:7])([CH3:4])([CH3:3])[CH3:2].[CH3:21][C:22]1[S:26][C:25]([NH2:27])=[N:24][N:23]=1.C(N(CC)CC)C.F[P-](F)(F)(F)(F)F.N1(OC(N(C)C)=[N+](C)C)C2N=CC=CC=2N=N1. Product: [C:1]([O:5][C:6](=[O:7])[NH:8][C@@H:9]1[CH2:11][C@H:10]1[C:12]1[CH:13]=[C:14]([C:18](=[O:20])[NH:27][C:25]2[S:26][C:22]([CH3:21])=[N:23][N:24]=2)[S:15][C:16]=1[CH3:17])([CH3:2])([CH3:3])[CH3:4]. The catalyst class is: 18. (2) Reactant: [Si:1]([O:18][CH:19]1[CH2:22][N:21]([C:23]([C:25]2[N:26]=[C:27]([N:30]3[CH2:33][CH:32]([OH:34])[CH2:31]3)[O:28][CH:29]=2)=[O:24])[CH2:20]1)([C:14]([CH3:17])([CH3:16])[CH3:15])([C:8]1[CH:13]=[CH:12][CH:11]=[CH:10][CH:9]=1)[C:2]1[CH:7]=[CH:6][CH:5]=[CH:4][CH:3]=1.[CH3:35][S:36](Cl)(=[O:38])=[O:37].C(N(CC)CC)C. Product: [Si:1]([O:18][CH:19]1[CH2:20][N:21]([C:23]([C:25]2[N:26]=[C:27]([N:30]3[CH2:33][CH:32]([O:34][S:36]([CH3:35])(=[O:38])=[O:37])[CH2:31]3)[O:28][CH:29]=2)=[O:24])[CH2:22]1)([C:14]([CH3:15])([CH3:17])[CH3:16])([C:2]1[CH:3]=[CH:4][CH:5]=[CH:6][CH:7]=1)[C:8]1[CH:13]=[CH:12][CH:11]=[CH:10][CH:9]=1. The catalyst class is: 2.